This data is from Full USPTO retrosynthesis dataset with 1.9M reactions from patents (1976-2016). The task is: Predict the reactants needed to synthesize the given product. (1) Given the product [Cl:1][C:2]1[CH:3]=[C:4]([C@@H:8]2[C@@H:13]([C:14]3[CH:19]=[CH:18][C:17]([Cl:20])=[CH:16][CH:15]=3)[N:12]([CH2:21][CH:22]3[CH2:23][CH2:24]3)[C:11](=[O:25])[C@H:10]([CH2:26][C:27]([NH:34][S:31]([CH3:30])(=[O:33])=[O:32])=[O:28])[CH2:9]2)[CH:5]=[CH:6][CH:7]=1, predict the reactants needed to synthesize it. The reactants are: [Cl:1][C:2]1[CH:3]=[C:4]([C@@H:8]2[C@@H:13]([C:14]3[CH:19]=[CH:18][C:17]([Cl:20])=[CH:16][CH:15]=3)[N:12]([CH2:21][CH:22]3[CH2:24][CH2:23]3)[C:11](=[O:25])[C@H:10]([CH2:26][C:27](O)=[O:28])[CH2:9]2)[CH:5]=[CH:6][CH:7]=1.[CH3:30][S:31]([NH2:34])(=[O:33])=[O:32].C(N(C(C)C)CC)(C)C.F[P-](F)(F)(F)(F)F.Br[P+](N1CCCC1)(N1CCCC1)N1CCCC1. (2) Given the product [Cl:1][C:2]1[CH:3]=[CH:4][C:5]([CH2:6][N:7]2[CH:11]=[CH:10][CH:9]=[C:8]2[C:12]([N:40]2[CH2:45][CH2:44][CH:43]([C:46]([O:48][CH2:49][CH3:50])=[O:47])[CH2:42][CH2:41]2)=[O:14])=[CH:15][CH:16]=1, predict the reactants needed to synthesize it. The reactants are: [Cl:1][C:2]1[CH:16]=[CH:15][C:5]([CH2:6][N:7]2[CH:11]=[CH:10][CH:9]=[C:8]2[C:12]([OH:14])=O)=[CH:4][CH:3]=1.CCN(C(C)C)C(C)C.C(Cl)CCl.C1C=CC2N(O)N=NC=2C=1.[NH:40]1[CH2:45][CH2:44][CH:43]([C:46]([O:48][CH2:49][CH3:50])=[O:47])[CH2:42][CH2:41]1. (3) Given the product [CH:33]([NH:35][C:36]([C@@H:38]1[CH2:43][CH2:42][C@H:41]([N:44]2[C:48]3[CH:49]=[C:50]([CH2:53][N:54]4[CH2:59][CH2:58][CH2:57][CH2:56][CH2:55]4)[CH:51]=[CH:52][C:47]=3[N:46]=[C:45]2[NH:60][C:61](=[O:69])[C:62]2[CH:67]=[CH:66][CH:65]=[CH:64][CH:63]=2)[CH2:40][CH2:39]1)=[O:37])([CH3:2])[CH3:34], predict the reactants needed to synthesize it. The reactants are: N[C:2]1N([C@@H]2CC[C@H](C(OC)=O)CC2)C2C=C(CO[Si](C(C)C)(C(C)C)C(C)C)C=CC=2N=1.[CH2:33]([NH:35][C:36]([C@@H:38]1[CH2:43][CH2:42][C@H:41]([N:44]2[C:48]3[CH:49]=[C:50]([CH2:53][N:54]4[CH2:59][CH2:58][CH2:57][CH2:56][CH2:55]4)[CH:51]=[CH:52][C:47]=3[NH:46]/[C:45]/2=[N:60]\[C:61](=[O:69])[C:62]2[CH:67]=[CH:66][C:65](F)=[CH:64][CH:63]=2)[CH2:40][CH2:39]1)=[O:37])[CH3:34]. (4) Given the product [Cl:18][C:19]1[CH:20]=[C:21]([NH:26][C:27]2[O:1][N:2]=[C:3]([CH2:4][O:5][C:6]3[CH:7]=[C:8]4[C:13](=[CH:14][CH:15]=3)[NH:12][C:11](=[O:16])[CH2:10][CH2:9]4)[N:17]=2)[CH:22]=[CH:23][C:24]=1[Cl:25], predict the reactants needed to synthesize it. The reactants are: [OH:1]/[N:2]=[C:3](/[NH2:17])\[CH2:4][O:5][C:6]1[CH:7]=[C:8]2[C:13](=[CH:14][CH:15]=1)[NH:12][C:11](=[O:16])[CH2:10][CH2:9]2.[Cl:18][C:19]1[CH:20]=[C:21]([NH:26][C:27]#N)[CH:22]=[CH:23][C:24]=1[Cl:25].C(O)C.Cl.